Dataset: Full USPTO retrosynthesis dataset with 1.9M reactions from patents (1976-2016). Task: Predict the reactants needed to synthesize the given product. (1) The reactants are: [F:1][C:2]([F:16])([F:15])[C:3]1[CH:4]=[CH:5][C:6]([N:9]2[CH2:14][CH2:13][NH:12][CH2:11][CH2:10]2)=[N:7][CH:8]=1.CCN(C(C)C)C(C)C.Br[CH:27]([CH3:33])[C:28]([O:30][CH2:31][CH3:32])=[O:29]. Given the product [CH2:31]([O:30][C:28](=[O:29])[CH:27]([N:12]1[CH2:11][CH2:10][N:9]([C:6]2[CH:5]=[CH:4][C:3]([C:2]([F:1])([F:15])[F:16])=[CH:8][N:7]=2)[CH2:14][CH2:13]1)[CH3:33])[CH3:32], predict the reactants needed to synthesize it. (2) Given the product [F:22][C:2]1([F:1])[CH2:7][CH2:6][N:5]([C:8]2[C:13]3=[N:14][C:15]([C:18]([OH:20])=[O:19])=[CH:16][N:17]=[C:12]3[CH:11]=[N:10][CH:9]=2)[CH2:4][CH2:3]1, predict the reactants needed to synthesize it. The reactants are: [F:1][C:2]1([F:22])[CH2:7][CH2:6][N:5]([C:8]2[C:13]3=[N:14][C:15]([C:18]([O:20]C)=[O:19])=[CH:16][N:17]=[C:12]3[CH:11]=[N:10][CH:9]=2)[CH2:4][CH2:3]1.O1CCOCC1.[OH-].[Li+].Cl. (3) Given the product [Br:8][C:6]1[CH:5]=[CH:4][C:3]([O:9][CH2:10][O:11][CH3:12])=[C:2]([C:18](=[O:24])[C:19]([O:21][CH2:22][CH3:23])=[O:20])[CH:7]=1, predict the reactants needed to synthesize it. The reactants are: Br[C:2]1[CH:7]=[C:6]([Br:8])[CH:5]=[CH:4][C:3]=1[O:9][CH2:10][O:11][CH3:12].[Li]CCCC.[C:18](OCC)(=[O:24])[C:19]([O:21][CH2:22][CH3:23])=[O:20].